From a dataset of Forward reaction prediction with 1.9M reactions from USPTO patents (1976-2016). Predict the product of the given reaction. (1) Given the reactants [CH2:1]([O:8][C:9]1[CH:10]=[C:11]([CH:14]=[CH:15][CH:16]=1)[CH2:12]O)[C:2]1[CH:7]=[CH:6][CH:5]=[CH:4][CH:3]=1.CS([Cl:21])(=O)=O.C(N(CC)CC)C, predict the reaction product. The product is: [CH2:1]([O:8][C:9]1[CH:16]=[CH:15][CH:14]=[C:11]([CH2:12][Cl:21])[CH:10]=1)[C:2]1[CH:7]=[CH:6][CH:5]=[CH:4][CH:3]=1. (2) Given the reactants CC([Si](C)(C)[O:6][CH2:7][CH2:8][N:9]([CH2:20][C:21]1[N:25]([CH2:26][C@H:27]2[CH2:32][CH2:31][CH2:30][N:29](C(OC(C)(C)C)=O)[CH2:28]2)[C:24]2[CH:40]=[CH:41][CH:42]=[CH:43][C:23]=2[N:22]=1)[C@@H:10]1[C:19]2[N:18]=[CH:17][CH:16]=[CH:15][C:14]=2[CH2:13][CH2:12][CH2:11]1)(C)C.CN(CC1N(C[C@H]2CCCNC2)C2C=CC=CC=2N=1)[C@@H]1C2N=CC=CC=2CCC1, predict the reaction product. The product is: [NH:29]1[CH2:30][CH2:31][CH2:32][C@H:27]([CH2:26][N:25]2[C:24]3[CH:40]=[CH:41][CH:42]=[CH:43][C:23]=3[N:22]=[C:21]2[CH2:20][N:9]([C@@H:10]2[C:19]3[N:18]=[CH:17][CH:16]=[CH:15][C:14]=3[CH2:13][CH2:12][CH2:11]2)[CH2:8][CH2:7][OH:6])[CH2:28]1. (3) Given the reactants [O:1]1[CH2:6][CH2:5][CH2:4][CH2:3][CH:2]1[N:7]1[C:15]2[C:10](=[CH:11][C:12]([C:16]3[N:20]=[CH:19][N:18]([C:21]([C:34]4[CH:39]=[CH:38][CH:37]=[CH:36][CH:35]=4)([C:28]4[CH:33]=[CH:32][CH:31]=[CH:30][CH:29]=4)[C:22]4[CH:27]=[CH:26][CH:25]=[CH:24][CH:23]=4)[N:17]=3)=[CH:13][CH:14]=2)[C:9]([C:40]2[CH:41]=[C:42]([CH:47]=[CH:48][CH:49]=2)[C:43](OC)=[O:44])=[N:8]1.O.[OH-].[Li+].[CH2:53]1[C:61]2[C:56](=[CH:57][CH:58]=[CH:59][CH:60]=2)[C@@H:55]([NH2:62])[C@H:54]1[OH:63].O.ON1C2C=CC=CC=2N=N1.Cl.CN(C)CCCN=C=NCC, predict the reaction product. The product is: [OH:63][C@H:54]1[CH2:53][C:61]2[C:56](=[CH:57][CH:58]=[CH:59][CH:60]=2)[C@H:55]1[NH:62][C:43]([C:42]1[CH:47]=[CH:48][CH:49]=[C:40]([C:9]2[C:10]3[C:15](=[CH:14][CH:13]=[C:12]([C:16]4[N:20]=[CH:19][N:18]([C:21]([C:22]5[CH:27]=[CH:26][CH:25]=[CH:24][CH:23]=5)([C:34]5[CH:35]=[CH:36][CH:37]=[CH:38][CH:39]=5)[C:28]5[CH:33]=[CH:32][CH:31]=[CH:30][CH:29]=5)[N:17]=4)[CH:11]=3)[N:7]([CH:2]3[CH2:3][CH2:4][CH2:5][CH2:6][O:1]3)[N:8]=2)[CH:41]=1)=[O:44]. (4) The product is: [Cl:1][C:2]1[N:3]=[C:4]([NH:20][C:18]2[CH:19]=[C:15]([CH:12]3[CH2:14][CH2:13]3)[NH:16][N:17]=2)[C:5]2[S:10][CH:9]=[CH:8][C:6]=2[N:7]=1. Given the reactants [Cl:1][C:2]1[N:3]=[C:4](Cl)[C:5]2[S:10][CH:9]=[CH:8][C:6]=2[N:7]=1.[CH:12]1([C:15]2[CH:19]=[C:18]([NH2:20])[NH:17][N:16]=2)[CH2:14][CH2:13]1.C(N(CC)CC)C, predict the reaction product. (5) Given the reactants [Cl:1][C:2]1[CH:3]=[C:4]([CH:7]=[C:8]([O:10][C:11]2[C:16](=[O:17])[N:15]([CH2:18][C:19]3[N:20]=[N:21][C:22]([O:27][CH3:28])=[C:23]([CH2:25][OH:26])[CH:24]=3)[CH:14]=[N:13][C:12]=2[C:29]([F:32])([F:31])[F:30])[CH:9]=1)[C:5]#[N:6].O, predict the reaction product. The product is: [Cl:1][C:2]1[CH:3]=[C:4]([CH:7]=[C:8]([O:10][C:11]2[C:16](=[O:17])[N:15]([CH2:18][C:19]3[N:20]=[N:21][C:22]([O:27][CH3:28])=[C:23]([CH:25]=[O:26])[CH:24]=3)[CH:14]=[N:13][C:12]=2[C:29]([F:32])([F:30])[F:31])[CH:9]=1)[C:5]#[N:6]. (6) Given the reactants [C:1]([C:3]1[CH:8]=[CH:7][C:6]([CH:9]2[C:18]3[C:17](=[O:19])[CH2:16][CH2:15][CH2:14][C:13]=3[N:12]([C:20]3[CH:25]=[CH:24][CH:23]=[C:22]([C:26]([F:29])([F:28])[F:27])[CH:21]=3)[C:11](=[O:30])[N:10]2[CH2:31][CH2:32][O:33]C(=O)C)=[C:5]([S:37]([CH3:40])(=[O:39])=[O:38])[CH:4]=1)#[N:2].FC(F)(F)C(O)=O, predict the reaction product. The product is: [OH:33][CH2:32][CH2:31][N:10]1[CH:9]([C:6]2[CH:7]=[CH:8][C:3]([C:1]#[N:2])=[CH:4][C:5]=2[S:37]([CH3:40])(=[O:39])=[O:38])[C:18]2[C:17](=[O:19])[CH2:16][CH2:15][CH2:14][C:13]=2[N:12]([C:20]2[CH:25]=[CH:24][CH:23]=[C:22]([C:26]([F:27])([F:29])[F:28])[CH:21]=2)[C:11]1=[O:30]. (7) Given the reactants [Cl:1][C:2]1[CH:9]=[CH:8][CH:7]=[C:6]([SH:10])[C:3]=1[C:4]#[N:5], predict the reaction product. The product is: [Cl:1][C:2]1[C:3]([C:4]#[N:5])=[C:6]([S:10][S:10][C:6]2[CH:7]=[CH:8][CH:9]=[C:2]([Cl:1])[C:3]=2[C:4]#[N:5])[CH:7]=[CH:8][CH:9]=1.